Dataset: Reaction yield outcomes from USPTO patents with 853,638 reactions. Task: Predict the reaction yield, written as a fraction of the theoretical maximum amount of product (1.0 means a 100% yield; for example, 0.34 means a 34% yield). (1) The reactants are [CH3:1][Si:2]([CH3:56])([CH3:55])[CH2:3][CH2:4][O:5][CH2:6][N:7]([CH2:47][O:48][CH2:49][CH2:50][Si:51]([CH3:54])([CH3:53])[CH3:52])[C:8]1[N:13]2[N:14]=[CH:15][C:16]([C:17]3[CH:18]=[N:19][N:20]([C:22]4[CH:27]=[CH:26][CH:25]=[CH:24][CH:23]=4)[CH:21]=3)=[C:12]2[N:11]=[C:10]([CH:28]2[CH2:33][CH2:32][C:31]([O:41][CH2:42][CH2:43][O:44][CH3:45])([C:34]([O:36][CH2:37][CH2:38][O:39][CH3:40])=[O:35])[CH2:30][CH2:29]2)[C:9]=1Br.C([Sn](CCCC)(CCCC)[C:62]([O:64][CH2:65][CH3:66])=[CH2:63])CCC. The catalyst is O1CCOCC1.C1C=CC([P]([Pd]([P](C2C=CC=CC=2)(C2C=CC=CC=2)C2C=CC=CC=2)([P](C2C=CC=CC=2)(C2C=CC=CC=2)C2C=CC=CC=2)[P](C2C=CC=CC=2)(C2C=CC=CC=2)C2C=CC=CC=2)(C2C=CC=CC=2)C2C=CC=CC=2)=CC=1. The product is [CH3:1][Si:2]([CH3:56])([CH3:55])[CH2:3][CH2:4][O:5][CH2:6][N:7]([CH2:47][O:48][CH2:49][CH2:50][Si:51]([CH3:54])([CH3:53])[CH3:52])[C:8]1[N:13]2[N:14]=[CH:15][C:16]([C:17]3[CH:18]=[N:19][N:20]([C:22]4[CH:27]=[CH:26][CH:25]=[CH:24][CH:23]=4)[CH:21]=3)=[C:12]2[N:11]=[C:10]([CH:28]2[CH2:33][CH2:32][C:31]([O:41][CH2:42][CH2:43][O:44][CH3:45])([C:34]([O:36][CH2:37][CH2:38][O:39][CH3:40])=[O:35])[CH2:30][CH2:29]2)[C:9]=1[C:62]([O:64][CH2:65][CH3:66])=[CH2:63]. The yield is 0.870. (2) The reactants are [C:1]([C:3]1[CH:4]=[C:5]([NH:9][C:10]2[CH2:14][CH2:13][C:12](=[O:15])[C:11]=2[CH3:16])[CH:6]=[CH:7][CH:8]=1)#[CH:2].[N:17]([CH2:20][C:21]1[CH:26]=[CH:25][CH:24]=[CH:23][C:22]=1[CH3:27])=[N+:18]=[N-:19].O=C1O[C@H]([C@H](CO)O)C([O-])=C1O.[Na+]. The catalyst is O.C(O)(C)(C)C.O.O.O.O.O.S([O-])([O-])(=O)=O.[Cu+2]. The product is [CH3:16][C:11]1[C:12](=[O:15])[CH2:13][CH2:14][C:10]=1[NH:9][C:5]1[CH:6]=[CH:7][CH:8]=[C:3]([C:1]2[N:19]=[N:18][N:17]([CH2:20][C:21]3[CH:26]=[CH:25][CH:24]=[CH:23][C:22]=3[CH3:27])[CH:2]=2)[CH:4]=1. The yield is 0.580. (3) The reactants are [N:1]1[N:5]2[C:6]3[CH:14]=[CH:13][CH:12]=[CH:11][C:7]=3[O:8][CH2:9][CH2:10][C:4]2=[N:3][C:2]=1[C:15]([OH:17])=O.C[N:19](C)C=O.F[P-](F)(F)(F)(F)F.C[N+](C)=C(N(C)C)ON1C2N=CC=CC=2N=N1.ClC1C=CC2N=NN(O)C=2C=1.[Cl-].[NH4+].C(N(CC)C(C)C)(C)C. The catalyst is C(#N)C.O. The product is [N:1]1[N:5]2[C:6]3[CH:14]=[CH:13][CH:12]=[CH:11][C:7]=3[O:8][CH2:9][CH2:10][C:4]2=[N:3][C:2]=1[C:15]([NH2:19])=[O:17]. The yield is 0.310.